Dataset: Forward reaction prediction with 1.9M reactions from USPTO patents (1976-2016). Task: Predict the product of the given reaction. Given the reactants O[CH2:2][CH2:3][C@@H:4]1[C@@H:12]([O:13][C:14]2[CH:19]=[CH:18][CH:17]=[CH:16][CH:15]=2)[C@H:11]([CH3:20])[O:10][C:9](=[O:21])[C@@H:8]([NH:22][C:23](=[O:29])[O:24][C:25]([CH3:28])([CH3:27])[CH3:26])[CH2:7][CH2:6][CH2:5]1.[Br:30]C(Br)(Br)Br.C1(P(C2C=CC=CC=2)C2C=CC=CC=2)C=CC=CC=1.CC(C)=O, predict the reaction product. The product is: [Br:30][CH2:2][CH2:3][C@@H:4]1[C@@H:12]([O:13][C:14]2[CH:19]=[CH:18][CH:17]=[CH:16][CH:15]=2)[C@H:11]([CH3:20])[O:10][C:9](=[O:21])[C@@H:8]([NH:22][C:23](=[O:29])[O:24][C:25]([CH3:28])([CH3:27])[CH3:26])[CH2:7][CH2:6][CH2:5]1.